From a dataset of Full USPTO retrosynthesis dataset with 1.9M reactions from patents (1976-2016). Predict the reactants needed to synthesize the given product. (1) Given the product [N:38]1([C:34]2[CH:33]=[C:32]([C:13]3[C:14]4[C:19](=[CH:18][CH:17]=[CH:16][CH:15]=4)[CH:20]=[C:21]([CH3:22])[C:12]=3[C@H:6]([O:5][C:1]([CH3:4])([CH3:3])[CH3:2])[C:7]([O:9][CH2:10][CH3:11])=[O:8])[CH:37]=[CH:36][CH:35]=2)[CH2:41][CH2:40][CH2:39]1, predict the reactants needed to synthesize it. The reactants are: [C:1]([O:5][C@@H:6]([C:12]1[C:21]([CH3:22])=[CH:20][C:19]2[C:14](=[CH:15][CH:16]=[CH:17][CH:18]=2)[C:13]=1Cl)[C:7]([O:9][CH2:10][CH3:11])=[O:8])([CH3:4])([CH3:3])[CH3:2].CC1(C)C(C)(C)OB([C:32]2[CH:33]=[C:34]([N:38]3[CH2:41][CH2:40][CH2:39]3)[CH:35]=[CH:36][CH:37]=2)O1.P([O-])([O-])([O-])=O.[K+].[K+].[K+].C1COCC1. (2) Given the product [CH3:1][O:2][C:3]1[CH:4]=[CH:5][C:6]([CH:9]([C:15]2[CH:16]=[CH:17][CH:18]=[CH:19][CH:20]=2)[CH2:10][N+:11]([O-:13])=[O:12])=[CH:7][CH:8]=1, predict the reactants needed to synthesize it. The reactants are: [CH3:1][O:2][C:3]1[CH:8]=[CH:7][C:6](/[CH:9]=[CH:10]/[N+:11]([O-:13])=[O:12])=[CH:5][CH:4]=1.[Li][C:15]1[CH:16]=[CH:17][CH:18]=[CH:19][CH:20]=1.CO.[NH4+].[Cl-]. (3) Given the product [ClH:26].[NH2:1][CH2:2][C:3]1[N:4]([CH2:22][CH:23]([CH3:25])[CH3:24])[C:5](=[O:21])[C:6]2[C:11]([C:12]=1[C:13]1[CH:18]=[CH:17][CH:16]=[CH:15][CH:14]=1)=[CH:10][C:9]([S:19][CH3:20])=[CH:8][CH:7]=2, predict the reactants needed to synthesize it. The reactants are: [NH2:1][CH2:2][C:3]1[N:4]([CH2:22][CH:23]([CH3:25])[CH3:24])[C:5](=[O:21])[C:6]2[C:11]([C:12]=1[C:13]1[CH:18]=[CH:17][CH:16]=[CH:15][CH:14]=1)=[CH:10][C:9]([S:19][CH3:20])=[CH:8][CH:7]=2.[ClH:26].